This data is from Peptide-MHC class I binding affinity with 185,985 pairs from IEDB/IMGT. The task is: Regression. Given a peptide amino acid sequence and an MHC pseudo amino acid sequence, predict their binding affinity value. This is MHC class I binding data. (1) The peptide sequence is ETKLGKAGY. The MHC is HLA-B57:01 with pseudo-sequence HLA-B57:01. The binding affinity (normalized) is 0. (2) The peptide sequence is LATLKDMWK. The MHC is HLA-A02:01 with pseudo-sequence HLA-A02:01. The binding affinity (normalized) is 0.0847. (3) The peptide sequence is WVLAYMLFT. The binding affinity (normalized) is 0.749. The MHC is HLA-A02:06 with pseudo-sequence HLA-A02:06. (4) The peptide sequence is YLWFKRHVY. The MHC is HLA-A69:01 with pseudo-sequence HLA-A69:01. The binding affinity (normalized) is 0.253. (5) The peptide sequence is QATQDVKNW. The MHC is HLA-B57:03 with pseudo-sequence HLA-B57:03. The binding affinity (normalized) is 0.487.